Dataset: Catalyst prediction with 721,799 reactions and 888 catalyst types from USPTO. Task: Predict which catalyst facilitates the given reaction. (1) Reactant: [Cl:1][C:2]1[CH:7]=[C:6]2[NH:8][C:9](=[O:39])[C@@:10]3([C@@H:15]([C:16]4[CH:21]=[C:20]([Cl:22])[CH:19]=[CH:18][C:17]=4[O:23][C:24]([C:27]([OH:29])=[O:28])([CH3:26])[CH3:25])[CH2:14][C:13](=[O:30])[NH:12][C@H:11]3[C:31]3[CH:36]=[C:35]([F:37])[CH:34]=[CH:33][C:32]=3[CH3:38])[C:5]2=[CH:4][CH:3]=1.[C:40](OC(=O)C)(=[O:42])[CH3:41].CCN(CC)CC. Product: [C:40]([N:8]1[C:6]2[C:5](=[CH:4][CH:3]=[C:2]([Cl:1])[CH:7]=2)[C@:10]2([C@@H:15]([C:16]3[CH:21]=[C:20]([Cl:22])[CH:19]=[CH:18][C:17]=3[O:23][C:24]([C:27]([OH:29])=[O:28])([CH3:25])[CH3:26])[CH2:14][C:13](=[O:30])[NH:12][C@H:11]2[C:31]2[CH:36]=[C:35]([F:37])[CH:34]=[CH:33][C:32]=2[CH3:38])[C:9]1=[O:39])(=[O:42])[CH3:41]. The catalyst class is: 1. (2) Reactant: [CH3:1][CH:2]([CH3:39])[C:3]([O:5][C@H:6]([O:10][C:11]([O:13]N1C(=O)[C@@H](OC(=O)C2C=CC=CC=2)[C@H](OC(=O)C2C=CC=CC=2)C1=O)=O)[CH:7]([CH3:9])[CH3:8])=[O:4].[NH2:40][CH2:41][CH2:42][CH2:43][P:44]([CH2:47][CH2:48][CH2:49][CH3:50])(=[O:46])[OH:45].C1COCC1. Product: [C:3]([O:5][C@H:6]([O:10][C:11]([NH:40][CH2:41][CH2:42][CH2:43][P:44]([CH2:47][CH2:48][CH2:49][CH3:50])(=[O:45])[OH:46])=[O:13])[CH:7]([CH3:8])[CH3:9])(=[O:4])[CH:2]([CH3:1])[CH3:39]. The catalyst class is: 6. (3) Reactant: [F:1][C:2]1[CH:3]=[C:4]([CH:17]=[CH:18][C:19]=1[S:20]([CH3:24])=[N:21][C:22]#[N:23])[CH2:5][N:6]1[C:14](=[O:15])[C:13]2[C:8](=[CH:9][CH:10]=[CH:11][CH:12]=2)[C:7]1=[O:16].C(O)(=[O:27])C.[Mn]([O-])(=O)(=O)=O.[K+].[O-]S([O-])(=S)=O.[Na+].[Na+]. Product: [F:1][C:2]1[CH:3]=[C:4]([CH:17]=[CH:18][C:19]=1[S:20]([CH3:24])(=[N:21][C:22]#[N:23])=[O:27])[CH2:5][N:6]1[C:7](=[O:16])[C:8]2[C:13](=[CH:12][CH:11]=[CH:10][CH:9]=2)[C:14]1=[O:15]. The catalyst class is: 192. (4) Reactant: [CH3:1][C:2](=[CH2:15])[CH2:3][O:4][C:5]1[CH:6]=[C:7]([OH:14])[CH:8]=[CH:9][C:10]=1[N+:11]([O-])=O.S(S([O-])=O)([O-])=O.[Na+].[Na+].Cl.[OH-].[Na+]. Product: [NH2:11][C:10]1[CH:9]=[CH:8][C:7]([OH:14])=[CH:6][C:5]=1[O:4][CH2:3][C:2]([CH3:15])=[CH2:1]. The catalyst class is: 6.